From a dataset of Forward reaction prediction with 1.9M reactions from USPTO patents (1976-2016). Predict the product of the given reaction. (1) Given the reactants [H-].[Na+].[CH2:3]([O:10][C:11]1[C:16]([C:17]2[NH:18][C:19]3[C:24]([C:25]=2[CH:26]2[CH2:31][CH2:30][CH2:29][CH2:28][CH2:27]2)=[CH:23][CH:22]=[C:21]([C:32]([O:34][CH3:35])=[O:33])[CH:20]=3)=[CH:15][CH:14]=[CH:13][N:12]=1)[C:4]1[CH:9]=[CH:8][CH:7]=[CH:6][CH:5]=1.Br[CH2:37][CH2:38][O:39][CH2:40][C:41]1[CH:46]=[CH:45][CH:44]=[CH:43][CH:42]=1, predict the reaction product. The product is: [CH2:40]([O:39][CH2:38][CH2:37][N:18]1[C:19]2[C:24](=[CH:23][CH:22]=[C:21]([C:32]([O:34][CH3:35])=[O:33])[CH:20]=2)[C:25]([CH:26]2[CH2:31][CH2:30][CH2:29][CH2:28][CH2:27]2)=[C:17]1[C:16]1[C:11]([O:10][CH2:3][C:4]2[CH:5]=[CH:6][CH:7]=[CH:8][CH:9]=2)=[N:12][CH:13]=[CH:14][CH:15]=1)[C:41]1[CH:46]=[CH:45][CH:44]=[CH:43][CH:42]=1. (2) Given the reactants [CH2:1]([O:8][CH2:9][CH2:10][NH:11][C:12]1[CH:17]=[C:16]([O:18][CH3:19])[CH:15]=[CH:14][C:13]=1[Cl:20])[C:2]1[CH:7]=[CH:6][CH:5]=[CH:4][CH:3]=1.C[Si]([N-][Si](C)(C)C)(C)C.[K+].[CH2:31]([O:33][C:34]([C:36]1[CH2:41][CH2:40][CH2:39][CH:38](Br)[C:37]=1[OH:43])=[O:35])[CH3:32].C(O)(=O)C, predict the reaction product. The product is: [CH2:31]([O:33][C:34]([C:36]1[CH2:41][CH2:40][CH2:39][CH:38]([N:11]([CH2:10][CH2:9][O:8][CH2:1][C:2]2[CH:3]=[CH:4][CH:5]=[CH:6][CH:7]=2)[C:12]2[CH:17]=[C:16]([O:18][CH3:19])[CH:15]=[CH:14][C:13]=2[Cl:20])[C:37]=1[OH:43])=[O:35])[CH3:32].